From a dataset of Reaction yield outcomes from USPTO patents with 853,638 reactions. Predict the reaction yield, written as a fraction of the theoretical maximum amount of product (1.0 means a 100% yield; for example, 0.34 means a 34% yield). (1) The reactants are [CH:1]([N:5]1[CH:13]=[N:12][C:11]2[C:6]1=[N:7][C:8](Cl)=[N:9][C:10]=2[C:14]1[CH:15]=[N:16][C:17]([NH2:20])=[N:18][CH:19]=1)([CH2:3][CH3:4])[CH3:2].[NH:22]1[CH2:27][CH2:26][O:25][CH2:24][CH2:23]1. The product is [CH:1]([N:5]1[CH:13]=[N:12][C:11]2[C:6]1=[N:7][C:8]([N:22]1[CH2:27][CH2:26][O:25][CH2:24][CH2:23]1)=[N:9][C:10]=2[C:14]1[CH:15]=[N:16][C:17]([NH2:20])=[N:18][CH:19]=1)([CH2:3][CH3:4])[CH3:2]. The catalyst is CC(N(C)C)=O. The yield is 0.700. (2) The reactants are O[CH:2]([C:4]1[C:12]2[O:11][CH2:10][CH:9]([C:13]3[CH:18]=[CH:17][C:16]([CH:19]([CH3:21])[CH3:20])=[CH:15][CH:14]=3)[C:8]=2[C:7]([CH3:22])=[C:6]([NH:23][C:24](=[O:30])[CH2:25][C:26]([CH3:29])([CH3:28])[CH3:27])[C:5]=1[CH3:31])[CH3:3].O.C1(C)C=CC(S(O)(=O)=O)=CC=1. The catalyst is C1(C)C=CC=CC=1. The product is [CH:19]([C:16]1[CH:17]=[CH:18][C:13]([CH:9]2[C:8]3[C:7]([CH3:22])=[C:6]([NH:23][C:24](=[O:30])[CH2:25][C:26]([CH3:29])([CH3:28])[CH3:27])[C:5]([CH3:31])=[C:4]([CH:2]=[CH2:3])[C:12]=3[O:11][CH2:10]2)=[CH:14][CH:15]=1)([CH3:20])[CH3:21]. The yield is 0.890. (3) The reactants are Cl.C(N=C=NCCCN(C)C)C.[Cl:13][C:14]1[C:15]([O:24][C:25]2[CH:30]=[C:29]([O:31][CH2:32][CH2:33][CH2:34][C:35]#[N:36])[CH:28]=[CH:27][C:26]=2/[CH:37]=[CH:38]/[C:39](O)=[O:40])=[N:16][CH:17]=[C:18]([C:20]([F:23])([F:22])[F:21])[CH:19]=1.[CH2:42]([S:47]([NH2:50])(=[O:49])=[O:48])[CH2:43][CH2:44][CH2:45][CH3:46].Cl. The product is [Cl:13][C:14]1[C:15]([O:24][C:25]2[CH:30]=[C:29]([O:31][CH2:32][CH2:33][CH2:34][C:35]#[N:36])[CH:28]=[CH:27][C:26]=2/[CH:37]=[CH:38]/[C:39]([NH:50][S:47]([CH2:42][CH2:43][CH2:44][CH2:45][CH3:46])(=[O:49])=[O:48])=[O:40])=[N:16][CH:17]=[C:18]([C:20]([F:21])([F:23])[F:22])[CH:19]=1. The catalyst is CN(C)C1C=CN=CC=1.C(#N)C. The yield is 0.260. (4) The reactants are [CH3:1][C:2]1[C:6]2[CH:7]=[C:8]3[C:13]4([C:21]5[C:16](=[CH:17][CH:18]=[CH:19][CH:20]=5)[NH:15][C:14]4=[O:22])[CH2:12][O:11][C:9]3=[CH:10][C:5]=2[O:4][N:3]=1.[H-].[Na+].Br[CH2:26][C:27]1[CH:32]=[CH:31][C:30]([C:33]2[O:37][N:36]=[CH:35][CH:34]=2)=[CH:29][CH:28]=1.O. The catalyst is CN(C)C=O. The product is [CH3:1][C:2]1[C:6]2[CH:7]=[C:8]3[C:13]4([C:21]5[C:16](=[CH:17][CH:18]=[CH:19][CH:20]=5)[N:15]([CH2:26][C:27]5[CH:28]=[CH:29][C:30]([C:33](=[O:37])[CH2:34][C:35]#[N:36])=[CH:31][CH:32]=5)[C:14]4=[O:22])[CH2:12][O:11][C:9]3=[CH:10][C:5]=2[O:4][N:3]=1. The yield is 0.610. (5) The reactants are [Cl:1][C:2]1[CH:7]=[CH:6][C:5]([C:8]([CH3:24])([CH3:23])[CH2:9][O:10][C:11]2[CH:16]=[CH:15][N:14]=[C:13]([NH:17][NH2:18])[C:12]=2[C:19]([F:22])([F:21])[F:20])=[CH:4][CH:3]=1.[F:25][C:26]([F:32])([F:31])[CH2:27][C:28](Cl)=O. No catalyst specified. The product is [Cl:1][C:2]1[CH:3]=[CH:4][C:5]([C:8]([CH3:24])([CH3:23])[CH2:9][O:10][C:11]2[CH:16]=[CH:15][N:14]3[C:28]([CH2:27][C:26]([F:32])([F:31])[F:25])=[N:18][N:17]=[C:13]3[C:12]=2[C:19]([F:22])([F:20])[F:21])=[CH:6][CH:7]=1. The yield is 0.170.